The task is: Binary classification across 12 toxicity assays.. This data is from Tox21: 12 toxicity assays (nuclear receptors and stress response pathways). (1) The drug is CC1(C)O[C@@H]2C[C@H]3[C@@H]4C[C@H](F)C5=CC(=O)C=C[C@]5(C)[C@@]4(F)[C@@H](O)C[C@]3(C)[C@]2(C(=O)CO)O1. It tested positive (active) for: NR-AR (Androgen Receptor agonist activity). (2) The drug is C=CC(=O)OCCC#N. It tested positive (active) for: NR-PPAR-gamma (PPAR-gamma nuclear receptor agonist), and SR-ARE (Antioxidant Response Element (oxidative stress)).